This data is from Catalyst prediction with 721,799 reactions and 888 catalyst types from USPTO. The task is: Predict which catalyst facilitates the given reaction. (1) Reactant: [CH3:1][O:2][C:3]1[CH:4]=[C:5]([CH:19]=[CH:20][C:21]=1[O:22][CH3:23])[C:6]([N:8]1[C:17]2[C:12](=[CH:13][CH:14]=[CH:15][CH:16]=2)[CH:11](O)[CH2:10][CH2:9]1)=[O:7].I[Si](C)(C)C.[NH:29]1[C:38]2[C:33](=[CH:34][CH:35]=[CH:36][CH:37]=2)[CH2:32][CH2:31][CH2:30]1.C(=O)([O-])[O-].[Ba+2]. Product: [N:29]1([CH:11]2[C:12]3[C:17](=[CH:16][CH:15]=[CH:14][CH:13]=3)[N:8]([C:6](=[O:7])[C:5]3[CH:19]=[CH:20][C:21]([O:22][CH3:23])=[C:3]([O:2][CH3:1])[CH:4]=3)[CH2:9][CH2:10]2)[C:38]2[CH:33]([CH2:34][CH:35]=[CH:36][CH:37]=2)[CH2:32][CH2:31][CH2:30]1. The catalyst class is: 22. (2) Reactant: [C:1]([O:5][C:6]([NH:8][C@H:9]([C:40]([O:42][C:43]([CH3:46])([CH3:45])[CH3:44])=[O:41])[CH2:10][CH2:11][C@@:12]([C:33]([O:35][C:36]([CH3:39])([CH3:38])[CH3:37])=[O:34])([C:23]([O:25]CC1C=CC=CC=1)=[O:24])[CH2:13][C:14]1[CH:19]=[CH:18][C:17]([N+:20]([O-])=O)=[CH:16][CH:15]=1)=[O:7])([CH3:4])([CH3:3])[CH3:2]. Product: [NH2:20][C:17]1[CH:16]=[CH:15][C:14]([CH2:13][C:12]([C:33]([O:35][C:36]([CH3:39])([CH3:38])[CH3:37])=[O:34])([CH2:11][CH2:10][C@H:9]([NH:8][C:6]([O:5][C:1]([CH3:4])([CH3:2])[CH3:3])=[O:7])[C:40]([O:42][C:43]([CH3:44])([CH3:45])[CH3:46])=[O:41])[C:23]([OH:25])=[O:24])=[CH:19][CH:18]=1. The catalyst class is: 19. (3) Reactant: Br[CH2:2][C:3]1[CH:8]=[CH:7][C:6]([O:9][CH3:10])=[CH:5][CH:4]=1.[SH:11][C:12]1[CH:19]=[CH:18][C:15]([C:16]#[N:17])=[CH:14][CH:13]=1.C(=O)([O-])[O-].[Cs+].[Cs+].O. Product: [CH3:10][O:9][C:6]1[CH:7]=[CH:8][C:3]([CH2:2][S:11][C:12]2[CH:19]=[CH:18][C:15]([C:16]#[N:17])=[CH:14][CH:13]=2)=[CH:4][CH:5]=1. The catalyst class is: 9. (4) Reactant: [CH:1]1([NH:4][C:5]([C:7]2[CH:8]=[C:9]([F:27])[C:10]([CH3:26])=[C:11]([C:13]3[C:14]([C:23](O)=[O:24])=[CH:15][C:16]([C:19]([O:21][CH3:22])=[O:20])=[CH:17][CH:18]=3)[CH:12]=2)=[O:6])[CH2:3][CH2:2]1.CCN=C=NCCCN(C)C.[NH2:39][C:40]1[S:41][CH:42]=[CH:43][N:44]=1. Product: [CH:1]1([NH:4][C:5]([C:7]2[CH:8]=[C:9]([F:27])[C:10]([CH3:26])=[C:11]([C:13]3[CH:18]=[CH:17][C:16]([C:19]([O:21][CH3:22])=[O:20])=[CH:15][C:14]=3[C:23]([NH:39][C:40]3[S:41][CH:42]=[CH:43][N:44]=3)=[O:24])[CH:12]=2)=[O:6])[CH2:3][CH2:2]1. The catalyst class is: 154. (5) Product: [C:31]([O:35][C:36]([N:38]1[C:42]2[CH:43]=[CH:44][CH:45]=[CH:46][C:41]=2[N:40]=[C:39]1[CH2:47][N:11]([CH2:10][CH2:9][CH2:8][CH:7]([C:6]([O:5][C:1]([CH3:4])([CH3:3])[CH3:2])=[O:30])[NH:22][C:23]([O:25][C:26]([CH3:29])([CH3:28])[CH3:27])=[O:24])[CH:12]1[C:21]2[N:20]=[CH:19][CH:18]=[CH:17][C:16]=2[CH2:15][CH2:14][CH2:13]1)=[O:37])([CH3:34])([CH3:33])[CH3:32]. Reactant: [C:1]([O:5][C:6](=[O:30])[C@@H:7]([NH:22][C:23]([O:25][C:26]([CH3:29])([CH3:28])[CH3:27])=[O:24])[CH2:8][CH2:9][CH2:10][NH:11][CH:12]1[C:21]2[N:20]=[CH:19][CH:18]=[CH:17][C:16]=2[CH2:15][CH2:14][CH2:13]1)([CH3:4])([CH3:3])[CH3:2].[C:31]([O:35][C:36]([N:38]1[C:42]2[CH:43]=[CH:44][CH:45]=[CH:46][C:41]=2[N:40]=[C:39]1[CH2:47]Cl)=[O:37])([CH3:34])([CH3:33])[CH3:32].C(N(CC)C(C)C)(C)C. The catalyst class is: 23.